This data is from Reaction yield outcomes from USPTO patents with 853,638 reactions. The task is: Predict the reaction yield, written as a fraction of the theoretical maximum amount of product (1.0 means a 100% yield; for example, 0.34 means a 34% yield). The reactants are [Si]([O:8][CH2:9][CH2:10][N:11]([CH3:23])[C:12]1[CH:22]=[CH:21][C:15]([C:16]([O:18][CH2:19][CH3:20])=[O:17])=[CH:14][CH:13]=1)(C(C)(C)C)(C)C.[F-].C([N+](CCCC)(CCCC)CCCC)CCC. The catalyst is O1CCCC1. The product is [OH:8][CH2:9][CH2:10][N:11]([CH3:23])[C:12]1[CH:22]=[CH:21][C:15]([C:16]([O:18][CH2:19][CH3:20])=[O:17])=[CH:14][CH:13]=1. The yield is 0.720.